Dataset: Forward reaction prediction with 1.9M reactions from USPTO patents (1976-2016). Task: Predict the product of the given reaction. (1) Given the reactants Cl[C:2]1[S:3][C:4]([C:7]([O:9]C(C)(C)C)=[O:8])=[CH:5][N:6]=1.[CH3:14][O-:15].[Na+].[OH-].[Na+], predict the reaction product. The product is: [CH3:14][O:15][C:2]1[S:3][C:4]([C:7]([OH:9])=[O:8])=[CH:5][N:6]=1. (2) The product is: [CH3:32][N:28]1[C:27]2[CH:33]=[CH:34][C:24]([NH:23][C:18]([C:10]3[N:9]([CH2:8][C:4]4[CH:5]=[CH:6][CH:7]=[C:2]([F:1])[CH:3]=4)[C:13]4=[N:14][CH:15]=[CH:16][CH:17]=[C:12]4[CH:11]=3)=[O:20])=[CH:25][C:26]=2[N:30]=[C:29]1[CH3:31]. Given the reactants [F:1][C:2]1[CH:3]=[C:4]([CH2:8][N:9]2[C:13]3=[N:14][CH:15]=[CH:16][CH:17]=[C:12]3[CH:11]=[C:10]2[C:18]([O:20]CC)=O)[CH:5]=[CH:6][CH:7]=1.[NH2:23][C:24]1[CH:34]=[CH:33][C:27]2[N:28]([CH3:32])[C:29]([CH3:31])=[N:30][C:26]=2[CH:25]=1, predict the reaction product. (3) Given the reactants CO[C:3]1[CH2:4][CH2:5][CH2:6][N:7]=1.[C@@H:8]1([NH2:17])[C:16]2[C:11](=[CH:12][CH:13]=[CH:14][CH:15]=2)[CH:10]=[CH:9]1, predict the reaction product. The product is: [NH3:7].[C@@H:8]1([NH:17][C:3]2[CH2:4][CH2:5][CH2:6][N:7]=2)[C:16]2[C:11](=[CH:12][CH:13]=[CH:14][CH:15]=2)[CH2:10][CH2:9]1. (4) Given the reactants [Cl:1][C:2]1[CH:7]=[CH:6][CH:5]=[C:4]([Cl:8])[C:3]=1[CH2:9][S:10]([C:13]1[CH:14]=[C:15]2[C:19](=[CH:20][CH:21]=1)[NH:18][C:17](=[O:22])[CH2:16]2)(=[O:12])=[O:11].[CH3:23][C:24]1[C:28]([CH2:29][N:30]2[CH2:35][CH2:34][O:33][CH2:32][CH2:31]2)=[C:27]([CH3:36])[NH:26][C:25]=1[CH:37]=O, predict the reaction product. The product is: [Cl:8][C:4]1[CH:5]=[CH:6][CH:7]=[C:2]([Cl:1])[C:3]=1[CH2:9][S:10]([C:13]1[CH:14]=[C:15]2[C:19](=[CH:20][CH:21]=1)[NH:18][C:17](=[O:22])/[C:16]/2=[CH:37]\[C:25]1[NH:26][C:27]([CH3:36])=[C:28]([CH2:29][N:30]2[CH2:31][CH2:32][O:33][CH2:34][CH2:35]2)[C:24]=1[CH3:23])(=[O:12])=[O:11]. (5) Given the reactants [NH:1]([C:8]([C:11]1[N:12]([CH3:26])[C:13]([C:16]2[CH:25]=[CH:24][C:19]([C:20](OC)=[O:21])=[CH:18][CH:17]=2)=[N:14][N:15]=1)([CH3:10])[CH3:9])[C:2]1[CH:7]=[CH:6][CH:5]=[CH:4][CH:3]=1.C[NH2:28], predict the reaction product. The product is: [NH:1]([C:8]([C:11]1[N:12]([CH3:26])[C:13]([C:16]2[CH:25]=[CH:24][C:19]([C:20]([NH2:28])=[O:21])=[CH:18][CH:17]=2)=[N:14][N:15]=1)([CH3:9])[CH3:10])[C:2]1[CH:7]=[CH:6][CH:5]=[CH:4][CH:3]=1.